Task: Predict which catalyst facilitates the given reaction.. Dataset: Catalyst prediction with 721,799 reactions and 888 catalyst types from USPTO (1) Product: [NH2:1][C:2]1[C:10]([CH3:11])=[CH:9][C:8]([CH:20]=[O:21])=[CH:7][C:3]=1[C:4]([OH:6])=[O:5]. Reactant: [NH2:1][C:2]1[C:10]([CH3:11])=[CH:9][C:8](I)=[CH:7][C:3]=1[C:4]([OH:6])=[O:5].C([SiH](CC)CC)C.[C:20](=O)([O-])[O-:21].[Na+].[Na+].[C]=O. The catalyst class is: 3. (2) Reactant: [CH:1]1[CH:6]=[C:5]([CH2:7][NH:8][CH2:9][C:10]2[N:15]=[CH:14][CH:13]=[CH:12][CH:11]=2)[N:4]=[CH:3][CH:2]=1.Br[CH2:17][CH:18]([O:21][CH3:22])[O:19][CH3:20].C([O-])([O-])=O.[Na+].[Na+]. Product: [CH3:20][O:19][CH:18]([O:21][CH3:22])[CH2:17][N:8]([CH2:7][C:5]1[CH:6]=[CH:1][CH:2]=[CH:3][N:4]=1)[CH2:9][C:10]1[CH:11]=[CH:12][CH:13]=[CH:14][N:15]=1. The catalyst class is: 10. (3) Reactant: [CH:1]([C:4]1[CH:11]=[CH:10][C:7]([CH2:8][OH:9])=[CH:6][CH:5]=1)([CH3:3])[CH3:2].[C:12](N1C=CN=C1)([N:14]1[CH:18]=[CH:17][N:16]=[CH:15]1)=[O:13]. Product: [CH:1]([C:4]1[CH:5]=[CH:6][C:7]([CH2:8][O:9][C:12]([N:14]2[CH:18]=[CH:17][N:16]=[CH:15]2)=[O:13])=[CH:10][CH:11]=1)([CH3:3])[CH3:2]. The catalyst class is: 11. (4) Reactant: [O-]S(S([O-])=O)=O.[Na+].[Na+].[NH4+].[OH-].[F:11][C:12]1[CH:17]=[CH:16][CH:15]=[CH:14][C:13]=1[C:18]([N:20]1[CH2:25][CH2:24][N:23]([C:26]2[C:35]3[C:30](=[CH:31][CH:32]=[CH:33][CH:34]=3)[C:29]([N+:36]([O-])=O)=[CH:28][N:27]=2)[CH2:22][CH2:21]1)=[O:19].C1COCC1. Product: [NH2:36][C:29]1[C:30]2[C:35](=[CH:34][CH:33]=[CH:32][CH:31]=2)[C:26]([N:23]2[CH2:24][CH2:25][N:20]([C:18]([C:13]3[CH:14]=[CH:15][CH:16]=[CH:17][C:12]=3[F:11])=[O:19])[CH2:21][CH2:22]2)=[N:27][CH:28]=1. The catalyst class is: 6. (5) Reactant: [CH3:1][O:2][C:3]1[CH:12]=[C:11]2[C:6]([C:7](=O)[CH:8]([C:13]3[CH:18]=[CH:17][C:16](OC)=[CH:15][CH:14]=3)[CH2:9][O:10]2)=[CH:5][CH:4]=1.Cl.[NH2:23][OH:24].[CH2:25]([OH:27])C. Product: [CH3:1][O:2][C:3]1[CH:12]=[C:11]2[C:6]([C:7](=[N:23][OH:24])[CH:8]([C:13]3[CH:14]=[CH:15][CH:16]=[C:17]([O:27][CH3:25])[CH:18]=3)[CH2:9][O:10]2)=[CH:5][CH:4]=1. The catalyst class is: 17. (6) Reactant: [H-].[Na+].[CH3:3][C:4]([CH3:8])([CH3:7])[CH2:5][OH:6].Br[CH2:10][C:11]([OH:13])=[O:12]. Product: [CH3:3][C:4]([CH3:8])([CH3:7])[CH2:5][O:6][CH2:10][C:11]([OH:13])=[O:12]. The catalyst class is: 1.